This data is from Catalyst prediction with 721,799 reactions and 888 catalyst types from USPTO. The task is: Predict which catalyst facilitates the given reaction. (1) Reactant: [C:1]([O:5][C:6]([N:8]1[C:13]2([CH2:19][O:18][CH2:17][CH2:16][O:15][CH2:14]2)[C:12](=[O:20])[N:11]([CH2:21][C:22]([OH:24])=O)[C@H:10]([C:25]2[CH:30]=[C:29]([F:31])[CH:28]=[C:27]([F:32])[CH:26]=2)[CH2:9]1)=[O:7])([CH3:4])([CH3:3])[CH3:2].CN(C(ON1N=NC2C=CC=NC1=2)=[N+](C)C)C.F[P-](F)(F)(F)(F)F.[NH2:57][C:58]1[CH:59]=[C:60]2[C:73](=[CH:74][C:75]=1[Cl:76])[CH2:72][C:62]1([C:70]3[C:65](=[N:66][CH:67]=[CH:68][CH:69]=3)[NH:64][C:63]1=[O:71])[CH2:61]2. Product: [Cl:76][C:75]1[CH:74]=[C:73]2[C:60](=[CH:59][C:58]=1[NH:57][C:22](=[O:24])[CH2:21][N:11]1[C:12](=[O:20])[C:13]3([CH2:19][O:18][CH2:17][CH2:16][O:15][CH2:14]3)[N:8]([C:6]([O:5][C:1]([CH3:2])([CH3:3])[CH3:4])=[O:7])[CH2:9][C@H:10]1[C:25]1[CH:26]=[C:27]([F:32])[CH:28]=[C:29]([F:31])[CH:30]=1)[CH2:61][C:62]1([C:70]3[C:65](=[N:66][CH:67]=[CH:68][CH:69]=3)[NH:64][C:63]1=[O:71])[CH2:72]2. The catalyst class is: 3. (2) The catalyst class is: 327. Product: [CH:2]([C:3]1[CH:4]=[CH:5][C:6]([S:9]([NH:12][CH3:13])(=[O:11])=[O:10])=[CH:7][CH:8]=1)=[O:1]. Reactant: [OH:1][CH2:2][C:3]1[CH:8]=[CH:7][C:6]([S:9]([NH:12][CH3:13])(=[O:11])=[O:10])=[CH:5][CH:4]=1. (3) Reactant: [ClH:1].[OH:2][CH:3]1[CH:10]2[CH2:11][C:6]3([C:13]([NH:15][C@H:16]4[CH2:21][CH2:20][CH2:19][N:18]([C:22]([N:24]5[CH2:40][CH2:39][C:27]6([CH2:31][N:30](C(OC(C)(C)C)=O)[CH2:29][CH2:28]6)[CH2:26][CH2:25]5)=[O:23])[CH2:17]4)=[O:14])[CH2:7][CH:8]([CH2:12][CH:4]1[CH2:5]3)[CH2:9]2. Product: [ClH:1].[CH2:31]1[C:27]2([CH2:26][CH2:25][N:24]([C:22]([N:18]3[CH2:19][CH2:20][CH2:21][C@H:16]([NH:15][C:13]([C:6]45[CH2:5][CH:4]6[CH2:12][CH:8]([CH2:9][CH:10]([CH:3]6[OH:2])[CH2:11]4)[CH2:7]5)=[O:14])[CH2:17]3)=[O:23])[CH2:40][CH2:39]2)[CH2:28][CH2:29][NH:30]1. The catalyst class is: 12. (4) Reactant: [O:1]=[C:2]1[NH:6][C:5](=[O:7])[CH:4]([CH2:8][C:9]2[CH:19]=[CH:18][C:12]([O:13][CH2:14][C:15]([OH:17])=O)=[CH:11][CH:10]=2)[S:3]1.S(Cl)(Cl)=O.CN(C)C=O.[CH3:29][O:30][C:31]1[CH:32]=[CH:33][C:34]([N+:39]([O-:41])=[O:40])=[C:35]([NH:37][CH3:38])[CH:36]=1. Product: [O:1]=[C:2]1[NH:6][C:5](=[O:7])[CH:4]([CH2:8][C:9]2[CH:10]=[CH:11][C:12]([O:13][CH2:14][C:15]([N:37]([C:35]3[CH:36]=[C:31]([O:30][CH3:29])[CH:32]=[CH:33][C:34]=3[N+:39]([O-:41])=[O:40])[CH3:38])=[O:17])=[CH:18][CH:19]=2)[S:3]1. The catalyst class is: 47. (5) Product: [CH2:1]([NH:8][C:9]([N:11]1[CH:16]2[C@H:17]([CH3:41])[N:18]([CH2:30][C:31]3[CH:32]=[CH:33][CH:34]=[C:35]4[C:40]=3[N:39]=[CH:38][CH:37]=[CH:36]4)[C:19](=[O:29])[C@H:20]([CH2:21][C:22]3[CH:23]=[CH:24][C:25]([O:28][C:52]([NH:51][CH:54]([CH2:62][CH:63]([CH3:65])[CH3:64])[C:55]([O:57][C:58]([CH3:59])([CH3:60])[CH3:61])=[O:56])=[O:53])=[CH:26][CH:27]=3)[N:15]2[C:14](=[O:42])[CH2:13][N:12]1[CH3:43])=[O:10])[C:2]1[CH:3]=[CH:4][CH:5]=[CH:6][CH:7]=1. The catalyst class is: 2. Reactant: [CH2:1]([NH:8][C:9]([N:11]1[CH:16]2[C@H:17]([CH3:41])[N:18]([CH2:30][C:31]3[CH:32]=[CH:33][CH:34]=[C:35]4[C:40]=3[N:39]=[CH:38][CH:37]=[CH:36]4)[C:19](=[O:29])[C@H:20]([CH2:21][C:22]3[CH:27]=[CH:26][C:25]([OH:28])=[CH:24][CH:23]=3)[N:15]2[C:14](=[O:42])[CH2:13][N:12]1[CH3:43])=[O:10])[C:2]1[CH:7]=[CH:6][CH:5]=[CH:4][CH:3]=1.C(N(CC)CC)C.[N:51]([CH:54]([CH2:62][CH:63]([CH3:65])[CH3:64])[C:55]([O:57][C:58]([CH3:61])([CH3:60])[CH3:59])=[O:56])=[C:52]=[O:53]. (6) Reactant: [Li+].CC([N-][CH:6]([CH3:8])[CH3:7])C.[OH:9][C:10]1[C:15]([C:16]([O:18][CH3:19])=[O:17])=[C:14](C)[CH:13]=[CH:12][C:11]=1[C:21]([O:23]C)=[O:22].C(=O)C. Product: [CH3:19][O:18][C:16]([C:15]1[C:10]([OH:9])=[C:11]2[C:12]([CH2:8][CH:6]([CH3:7])[O:23][C:21]2=[O:22])=[CH:13][CH:14]=1)=[O:17]. The catalyst class is: 1. (7) Reactant: [NH2:1][C:2]1[CH:7]=[CH:6][C:5]([N:8]2[CH2:13][CH2:12][O:11][CH2:10][C:9]2=[O:14])=[C:4]([F:15])[CH:3]=1.[Cl:16][C:17]1[S:21][C:20]([C:22]([NH:24][CH2:25][CH:26]2[CH2:28][O:27]2)=[O:23])=[CH:19][CH:18]=1.O. Product: [Cl:16][C:17]1[S:21][C:20]([C:22]([NH:24][CH2:25][CH:26]([OH:27])[CH2:28][NH:1][C:2]2[CH:7]=[CH:6][C:5]([N:8]3[CH2:13][CH2:12][O:11][CH2:10][C:9]3=[O:14])=[C:4]([F:15])[CH:3]=2)=[O:23])=[CH:19][CH:18]=1. The catalyst class is: 8.